The task is: Predict the product of the given reaction.. This data is from Forward reaction prediction with 1.9M reactions from USPTO patents (1976-2016). (1) Given the reactants [C:1]([O:4][CH2:5][CH:6]1[CH2:11][CH2:10][CH2:9][CH2:8][CH:7]1[CH2:12][C:13]1[CH:18]=[CH:17][CH:16]=[C:15]([O:19]C)[CH:14]=1)(=[O:3])[CH3:2].NC(C(O)=O)CCSC.CS(O)(=O)=O.C(OCC)C, predict the reaction product. The product is: [C:1]([O:4][CH2:5][CH:6]1[CH2:11][CH2:10][CH2:9][CH2:8][CH:7]1[CH2:12][C:13]1[CH:18]=[CH:17][CH:16]=[C:15]([OH:19])[CH:14]=1)(=[O:3])[CH3:2]. (2) Given the reactants Br[CH2:2][C:3]#[N:4].[Cl:5][C:6]1[CH:7]=[CH:8][C:9]2[CH2:10][NH:11][CH2:12][CH:13]([C:17]3[CH:22]=[CH:21][CH:20]=[CH:19][CH:18]=3)[O:14][C:15]=2[N:16]=1, predict the reaction product. The product is: [Cl:5][C:6]1[CH:7]=[CH:8][C:9]2[CH2:10][N:11]([CH2:2][C:3]#[N:4])[CH2:12][CH:13]([C:17]3[CH:22]=[CH:21][CH:20]=[CH:19][CH:18]=3)[O:14][C:15]=2[N:16]=1. (3) Given the reactants [NH2:1][C:2]1[CH:3]=[C:4]([CH:8]=[CH:9][CH:10]=1)[C:5]([OH:7])=[O:6].[N:11]([O-])=O.[Na+].[ClH:15], predict the reaction product. The product is: [ClH:15].[NH:1]([C:2]1[CH:3]=[C:4]([CH:8]=[CH:9][CH:10]=1)[C:5]([OH:7])=[O:6])[NH2:11]. (4) Given the reactants CC1N=C(N2CCN(C3C=CC=CC=3)C2=O)SC=1C(OCC)=O.[C:24]([C:27]1[S:31][C:30]([N:32]2[CH2:36][CH2:35][N:34]([CH2:37][C:38]3[CH:39]=[C:40]([CH:45]=[CH:46][CH:47]=3)[C:41]([O:43]C)=[O:42])[C:33]2=[O:48])=[N:29][C:28]=1[CH3:49])(=[O:26])[CH3:25], predict the reaction product. The product is: [C:24]([C:27]1[S:31][C:30]([N:32]2[CH2:36][CH2:35][N:34]([CH2:37][C:38]3[CH:39]=[C:40]([CH:45]=[CH:46][CH:47]=3)[C:41]([OH:43])=[O:42])[C:33]2=[O:48])=[N:29][C:28]=1[CH3:49])(=[O:26])[CH3:25].